Dataset: Full USPTO retrosynthesis dataset with 1.9M reactions from patents (1976-2016). Task: Predict the reactants needed to synthesize the given product. (1) Given the product [NH2:12][C:11]1[CH:10]=[C:7]([CH:6]=[C:5]([O:15][CH:16]2[CH2:21][CH2:20][N:19]([C:22]3([CH3:26])[CH2:23][O:24][CH2:25]3)[CH2:18][CH2:17]2)[C:4]=1[Cl:3])[C:8]#[N:9], predict the reactants needed to synthesize it. The reactants are: [Cl-].[NH4+].[Cl:3][C:4]1[C:11]([N+:12]([O-])=O)=[CH:10][C:7]([C:8]#[N:9])=[CH:6][C:5]=1[O:15][CH:16]1[CH2:21][CH2:20][N:19]([C:22]2([CH3:26])[CH2:25][O:24][CH2:23]2)[CH2:18][CH2:17]1. (2) Given the product [ClH:31].[ClH:31].[NH2:21][C@H:18]1[CH2:19][CH2:20][N:16]([C@@H:8]([CH2:9][C:10]2[CH:15]=[CH:14][N:13]=[CH:12][CH:11]=2)[C:7]([N:1]2[CH2:6][CH2:5][O:4][CH2:3][CH2:2]2)=[O:30])[C:17]1=[O:29], predict the reactants needed to synthesize it. The reactants are: [N:1]1([C:7](=[O:30])[C@@H:8]([N:16]2[CH2:20][CH2:19][C@H:18]([NH:21]C(=O)OC(C)(C)C)[C:17]2=[O:29])[CH2:9][C:10]2[CH:15]=[CH:14][N:13]=[CH:12][CH:11]=2)[CH2:6][CH2:5][O:4][CH2:3][CH2:2]1.[ClH:31]. (3) Given the product [Cl:1][C:2]1[CH:8]=[C:7]([O:9][C:10]2[C:19]3[C:14](=[CH:15][C:16]([O:22][CH3:23])=[C:17]([O:20][CH3:21])[CH:18]=3)[N:13]=[CH:12][N:11]=2)[CH:6]=[CH:5][C:3]=1[NH:4][C:28](=[O:34])[N:38]([CH2:39][CH3:40])[CH2:36][CH3:37], predict the reactants needed to synthesize it. The reactants are: [Cl:1][C:2]1[CH:8]=[C:7]([O:9][C:10]2[C:19]3[C:14](=[CH:15][C:16]([O:22][CH3:23])=[C:17]([O:20][CH3:21])[CH:18]=3)[N:13]=[CH:12][N:11]=2)[CH:6]=[CH:5][C:3]=1[NH2:4].ClC(Cl)(O[C:28](=[O:34])OC(Cl)(Cl)Cl)Cl.[CH2:36]([NH:38][CH2:39][CH3:40])[CH3:37].CO. (4) The reactants are: [CH3:1][O-:2].[Na+].C[O:5][C:6]([C:8]1[CH:12]=[C:11]([C:13]2[CH:18]=[N:17][C:16]([CH3:19])=[CH:15][N:14]=2)[N:10]([C:20]2[N:21]=[N:22][C:23](Cl)=[CH:24][CH:25]=2)[N:9]=1)=[O:7].O.Cl. Given the product [CH3:1][O:2][C:23]1[N:22]=[N:21][C:20]([N:10]2[C:11]([C:13]3[CH:18]=[N:17][C:16]([CH3:19])=[CH:15][N:14]=3)=[CH:12][C:8]([C:6]([OH:5])=[O:7])=[N:9]2)=[CH:25][CH:24]=1, predict the reactants needed to synthesize it.